Dataset: NCI-60 drug combinations with 297,098 pairs across 59 cell lines. Task: Regression. Given two drug SMILES strings and cell line genomic features, predict the synergy score measuring deviation from expected non-interaction effect. (1) Drug 1: CC1=C(C=C(C=C1)NC2=NC=CC(=N2)N(C)C3=CC4=NN(C(=C4C=C3)C)C)S(=O)(=O)N.Cl. Drug 2: C(CCl)NC(=O)N(CCCl)N=O. Cell line: SF-539. Synergy scores: CSS=8.71, Synergy_ZIP=-6.41, Synergy_Bliss=-6.10, Synergy_Loewe=-6.26, Synergy_HSA=-4.94. (2) Drug 1: C1CN1C2=NC(=NC(=N2)N3CC3)N4CC4. Drug 2: C#CCC(CC1=CN=C2C(=N1)C(=NC(=N2)N)N)C3=CC=C(C=C3)C(=O)NC(CCC(=O)O)C(=O)O. Cell line: SK-MEL-5. Synergy scores: CSS=39.1, Synergy_ZIP=1.80, Synergy_Bliss=0.602, Synergy_Loewe=-0.922, Synergy_HSA=-1.70.